This data is from Reaction yield outcomes from USPTO patents with 853,638 reactions. The task is: Predict the reaction yield, written as a fraction of the theoretical maximum amount of product (1.0 means a 100% yield; for example, 0.34 means a 34% yield). (1) The reactants are C([O:5][C:6]([C:8]1[S:12][C:11]([C:13]2[C:14](=[O:24])[O:15][C:16]3[C:21]([CH:22]=2)=[CH:20][CH:19]=[C:18]([OH:23])[CH:17]=3)=[N:10][C:9]=1[CH3:25])=[O:7])(C)(C)C.C1(OC)C=CC=CC=1.FC(F)(F)C(O)=O.C(OCC)C. The catalyst is ClCCl. The product is [OH:23][C:18]1[CH:17]=[C:16]2[C:21]([CH:22]=[C:13]([C:11]3[S:12][C:8]([C:6]([OH:7])=[O:5])=[C:9]([CH3:25])[N:10]=3)[C:14](=[O:24])[O:15]2)=[CH:20][CH:19]=1. The yield is 0.870. (2) The reactants are [CH:1]([N:4]1[C:12]2[C:7](=[CH:8][CH:9]=[C:10]([S:13][CH3:14])[CH:11]=2)[C:6]([C:15]([OH:17])=O)=[CH:5]1)([CH3:3])[CH3:2].F[P-](F)(F)(F)(F)F.N1(O[P+](N(C)C)(N(C)C)N(C)C)C2C=CC=CC=2N=N1.C(N(CC)C(C)C)(C)C.[NH2:54][C:55]1[S:56][CH:57]=[CH:58][N:59]=1. The catalyst is C(Cl)Cl. The product is [S:56]1[CH:57]=[CH:58][N:59]=[C:55]1[NH:54][C:15]([C:6]1[C:7]2[C:12](=[CH:11][C:10]([S:13][CH3:14])=[CH:9][CH:8]=2)[N:4]([CH:1]([CH3:2])[CH3:3])[CH:5]=1)=[O:17]. The yield is 0.420. (3) The reactants are [Cl:1][C:2]1[N:7]=[C:6]([Cl:8])[C:5]([C:9]#[N:10])=[CH:4][N:3]=1.[NH2:11][C@H:12]1[CH2:17][CH2:16][CH2:15][C@@H:14]([OH:18])[CH2:13]1.CCN(C(C)C)C(C)C. The catalyst is C(O)C. The product is [Cl:8][C:6]1[C:5]([C:9]#[N:10])=[CH:4][N:3]=[C:2]([NH:11][C@@H:12]2[CH2:17][CH2:16][CH2:15][C@H:14]([OH:18])[CH2:13]2)[N:7]=1.[Cl:1][C:2]1[N:7]=[C:6]([NH:11][C@@H:12]2[CH2:17][CH2:16][CH2:15][C@H:14]([OH:18])[CH2:13]2)[C:5]([C:9]#[N:10])=[CH:4][N:3]=1. The yield is 0.460. (4) The reactants are [CH2:1]([O:8][C:9]1[CH:10]=[C:11]([N+:19]([O-])=O)[CH:12]=[C:13]2[C:18]=1[N:17]=[CH:16][CH:15]=[CH:14]2)[C:2]1[CH:7]=[CH:6][CH:5]=[CH:4][CH:3]=1.CC(O)=O.C([O-])(O)=O.[Na+]. The catalyst is CCO.O.[Fe]. The product is [NH2:19][C:11]1[CH:12]=[C:13]2[C:18](=[C:9]([O:8][CH2:1][C:2]3[CH:7]=[CH:6][CH:5]=[CH:4][CH:3]=3)[CH:10]=1)[N:17]=[CH:16][CH:15]=[CH:14]2. The yield is 1.00. (5) The reactants are C(Cl)Cl.[F:4][C:5]1[CH:10]=[CH:9][C:8]([F:11])=[CH:7][C:6]=1[C@H:12]1[CH2:16][CH2:15][CH2:14][N:13]1[C:17]1[CH:22]=[CH:21][N:20]2[N:23]=[CH:24][C:25]([NH2:26])=[C:19]2[N:18]=1.CCN(C(C)C)C(C)C.Cl[C:37](=[O:42])[C:38]([O:40][CH3:41])=[O:39]. No catalyst specified. The product is [F:4][C:5]1[CH:10]=[CH:9][C:8]([F:11])=[CH:7][C:6]=1[C@H:12]1[CH2:16][CH2:15][CH2:14][N:13]1[C:17]1[CH:22]=[CH:21][N:20]2[N:23]=[CH:24][C:25]([NH:26][C:37](=[O:42])[C:38]([O:40][CH3:41])=[O:39])=[C:19]2[N:18]=1. The yield is 0.850. (6) The reactants are Cl[C:2]1[C:3]([N:7]2[CH2:12][CH2:11][N:10]([C:13]([O:15][C:16]([CH3:19])([CH3:18])[CH3:17])=[O:14])[CH2:9][CH2:8]2)=[N:4][S:5][N:6]=1.[CH2:20]([OH:23])[CH2:21][OH:22]. The catalyst is N1C=CC=CC=1.CCOC(C)=O. The product is [OH:22][CH2:21][CH2:20][O:23][C:2]1[C:3]([N:7]2[CH2:12][CH2:11][N:10]([C:13]([O:15][C:16]([CH3:19])([CH3:18])[CH3:17])=[O:14])[CH2:9][CH2:8]2)=[N:4][S:5][N:6]=1. The yield is 0.650. (7) The reactants are [Si]([O:8][CH2:9][C:10]1[CH:11]=[C:12]([N:16]2[C:20]([NH2:21])=[CH:19][C:18]([C:22]3[S:23][CH:24]=[CH:25][CH:26]=3)=[N:17]2)[CH:13]=[CH:14][CH:15]=1)(C(C)(C)C)(C)C.N1C=CC=CC=1.[F:33][C:34]1[CH:39]=[CH:38][C:37]([N:40]=[C:41]=[O:42])=[C:36]([F:43])[C:35]=1[F:44].CCCC[N+](CCCC)(CCCC)CCCC.[F-]. The catalyst is C1COCC1.CO.O. The product is [OH:8][CH2:9][C:10]1[CH:11]=[C:12]([N:16]2[C:20]([NH:21][C:41]([NH:40][C:37]3[CH:38]=[CH:39][C:34]([F:33])=[C:35]([F:44])[C:36]=3[F:43])=[O:42])=[CH:19][C:18]([C:22]3[S:23][CH:24]=[CH:25][CH:26]=3)=[N:17]2)[CH:13]=[CH:14][CH:15]=1. The yield is 0.730. (8) The reactants are Br[C:2]1[C:3]([NH2:22])=[N:4][CH:5]=[C:6]([C:8]2[CH:13]=[CH:12][C:11]([O:14][Si:15]([C:18]([CH3:21])([CH3:20])[CH3:19])([CH3:17])[CH3:16])=[CH:10][CH:9]=2)[N:7]=1.[C:23]1(B(O)O)[CH:28]=[CH:27][CH:26]=[CH:25][CH:24]=1.C([O-])([O-])=O.[Na+].[Na+].O. The product is [Si:15]([O:14][C:11]1[CH:12]=[CH:13][C:8]([C:6]2[N:7]=[C:2]([C:23]3[CH:28]=[CH:27][CH:26]=[CH:25][CH:24]=3)[C:3]([NH2:22])=[N:4][CH:5]=2)=[CH:9][CH:10]=1)([C:18]([CH3:21])([CH3:20])[CH3:19])([CH3:17])[CH3:16]. The yield is 0.981. The catalyst is C1(C)C=CC=CC=1.C(O)C.Cl[Pd](Cl)([P](C1C=CC=CC=1)(C1C=CC=CC=1)C1C=CC=CC=1)[P](C1C=CC=CC=1)(C1C=CC=CC=1)C1C=CC=CC=1. (9) The reactants are [CH3:1][O:2][C:3](=[O:17])[C:4]1[CH:9]=[C:8]([OH:10])[C:7]([Br:11])=[C:6]([OH:12])[C:5]=1[CH2:13][C:14]([CH3:16])=[CH2:15].B(F)(F)F.CCOCC.O. The catalyst is C(Cl)Cl. The product is [CH3:1][O:2][C:3]([C:4]1[CH:9]=[C:8]([OH:10])[C:7]([Br:11])=[C:6]2[O:12][C:14]([CH3:16])([CH3:15])[CH2:13][C:5]=12)=[O:17]. The yield is 0.440.